This data is from Peptide-MHC class I binding affinity with 185,985 pairs from IEDB/IMGT. The task is: Regression. Given a peptide amino acid sequence and an MHC pseudo amino acid sequence, predict their binding affinity value. This is MHC class I binding data. (1) The binding affinity (normalized) is 0.0847. The peptide sequence is RVRPKKEVL. The MHC is HLA-A26:01 with pseudo-sequence HLA-A26:01. (2) The peptide sequence is FLMQIAILV. The MHC is HLA-A02:06 with pseudo-sequence HLA-A02:06. The binding affinity (normalized) is 0.581.